Task: Predict the product of the given reaction.. Dataset: Forward reaction prediction with 1.9M reactions from USPTO patents (1976-2016) The product is: [F:26][C:14]1[CH:13]=[C:12]([N:7]2[C:8](=[O:11])[C:9]3[S:10][C:2]([N:27]4[CH2:31][CH2:30][CH2:29][C:28]4=[O:32])=[CH:3][C:4]=3[N:5]=[CH:6]2)[CH:17]=[CH:16][C:15]=1[O:18][CH2:19][CH2:20][N:21]1[CH2:25][CH2:24][CH2:23][CH2:22]1. Given the reactants Br[C:2]1[S:10][C:9]2[C:8](=[O:11])[N:7]([C:12]3[CH:17]=[CH:16][C:15]([O:18][CH2:19][CH2:20][N:21]4[CH2:25][CH2:24][CH2:23][CH2:22]4)=[C:14]([F:26])[CH:13]=3)[CH:6]=[N:5][C:4]=2[CH:3]=1.[NH:27]1[CH2:31][CH2:30][CH2:29][C:28]1=[O:32], predict the reaction product.